From a dataset of Reaction yield outcomes from USPTO patents with 853,638 reactions. Predict the reaction yield, written as a fraction of the theoretical maximum amount of product (1.0 means a 100% yield; for example, 0.34 means a 34% yield). (1) The reactants are [H-].[Na+].CN(C)C=O.[OH:8][C:9]1[CH:10]=[N:11][CH:12]=[CH:13][CH:14]=1.Cl[C:16]1[CH:21]=[CH:20][C:19]([CH:22]=[O:23])=[CH:18][N:17]=1. The catalyst is O. The product is [N:11]1[CH:12]=[CH:13][CH:14]=[C:9]([O:8][C:16]2[N:17]=[CH:18][C:19]([CH:22]=[O:23])=[CH:20][CH:21]=2)[CH:10]=1. The yield is 0.360. (2) The reactants are [NH:1]1[CH:5]=[CH:4][N:3]=[CH:2]1.Cl.[CH2:7]([N:14]([CH2:16][CH2:17]Cl)[CH3:15])[C:8]1[CH:13]=[CH:12][CH:11]=[CH:10][CH:9]=1.C([O-])(O)=O.[Na+]. The catalyst is CCO. The product is [CH2:7]([N:14]([CH2:16][CH2:17][N:1]1[CH:5]=[CH:4][N:3]=[CH:2]1)[CH3:15])[C:8]1[CH:13]=[CH:12][CH:11]=[CH:10][CH:9]=1. The yield is 0.300. (3) The product is [Cl:18][C:19]1[CH:25]=[C:24]([CH:26]2[CH2:35][CH2:34][C:29]3([O:30][CH2:31][CH2:32][O:33]3)[CH2:28][CH2:27]2)[CH:23]=[CH:22][C:20]=1[NH:21][C:8](=[O:9])[O:10][CH2:11][C:12]1[CH:17]=[CH:16][CH:15]=[CH:14][CH:13]=1. The reactants are N1C=CC=CC=1.Cl[C:8]([O:10][CH2:11][C:12]1[CH:17]=[CH:16][CH:15]=[CH:14][CH:13]=1)=[O:9].[Cl:18][C:19]1[CH:25]=[C:24]([CH:26]2[CH2:35][CH2:34][C:29]3([O:33][CH2:32][CH2:31][O:30]3)[CH2:28][CH2:27]2)[CH:23]=[CH:22][C:20]=1[NH2:21].C(OCC)(=O)C. The catalyst is C1COCC1. The yield is 0.720. (4) The reactants are [NH2:1][C@@H:2]1[C:8](=[O:9])[NH:7][C:6]2[CH:10]=[CH:11][CH:12]=[CH:13][C:5]=2[CH2:4][CH2:3]1.[N:14]([C:21]([O:23][C:24]([CH3:27])([CH3:26])[CH3:25])=[O:22])([CH3:20])[C@H:15]([C:17](O)=[O:18])[CH3:16].O.ON1C2C=CC=CC=2N=N1. The catalyst is CN(C=O)C.[Cl-].[Na+].O. The product is [C:24]([O:23][C:21](=[O:22])[N:14]([CH3:20])[C@H:15]([C:17](=[O:18])[NH:1][C@@H:2]1[C:8](=[O:9])[NH:7][C:6]2[CH:10]=[CH:11][CH:12]=[CH:13][C:5]=2[CH2:4][CH2:3]1)[CH3:16])([CH3:25])([CH3:27])[CH3:26]. The yield is 0.940. (5) The reactants are [C:1]([S:20][CH2:21][CH2:22][O:23][CH2:24][CH2:25][O:26][CH2:27][CH2:28][O:29][CH2:30][CH2:31]OS(C)(=O)=O)([C:14]1[CH:19]=[CH:18][CH:17]=[CH:16][CH:15]=1)([C:8]1[CH:13]=[CH:12][CH:11]=[CH:10][CH:9]=1)[C:2]1[CH:7]=[CH:6][CH:5]=[CH:4][CH:3]=1.[F-:37].C([N+](CCCC)(CCCC)CCCC)CCC. No catalyst specified. The product is [F:37][CH2:31][CH2:30][O:29][CH2:28][CH2:27][O:26][CH2:25][CH2:24][O:23][CH2:22][CH2:21][S:20][C:1]([C:14]1[CH:19]=[CH:18][CH:17]=[CH:16][CH:15]=1)([C:8]1[CH:13]=[CH:12][CH:11]=[CH:10][CH:9]=1)[C:2]1[CH:7]=[CH:6][CH:5]=[CH:4][CH:3]=1. The yield is 0.710. (6) The reactants are FC(F)(F)C(O)=O.O1CCCCC1[N:14]1[C:22]2[CH:21]=[CH:20][C:19]([O:23]C3CCCCO3)=[C:18]([C:30]#[N:31])[C:17]=2[CH:16]=[N:15]1.C(=O)([O-])O.[Na+]. The catalyst is ClCCl.C(OCC)(=O)C. The product is [OH:23][C:19]1[CH:20]=[CH:21][C:22]2[NH:14][N:15]=[CH:16][C:17]=2[C:18]=1[C:30]#[N:31]. The yield is 0.980. (7) The reactants are [F:1][C:2]1[CH:10]=[C:9]2[C:5]([C:6]([C:20]3[CH:21]=[N:22][N:23]([CH2:25][CH:26]4[CH2:31][CH2:30][NH:29][CH2:28][CH2:27]4)[CH:24]=3)=[CH:7][N:8]2[S:11]([C:14]2[CH:19]=[CH:18][CH:17]=[CH:16][CH:15]=2)(=[O:13])=[O:12])=[CH:4][CH:3]=1.C([O-])([O-])=O.[K+].[K+].[F:38][C:39]([F:44])([F:43])[CH:40]1[CH2:42][O:41]1.O. The catalyst is CN(C=O)C. The product is [F:38][C:39]([F:44])([F:43])[CH:40]([OH:41])[CH2:42][N:29]1[CH2:30][CH2:31][CH:26]([CH2:25][N:23]2[CH:24]=[C:20]([C:6]3[C:5]4[C:9](=[CH:10][C:2]([F:1])=[CH:3][CH:4]=4)[N:8]([S:11]([C:14]4[CH:15]=[CH:16][CH:17]=[CH:18][CH:19]=4)(=[O:12])=[O:13])[CH:7]=3)[CH:21]=[N:22]2)[CH2:27][CH2:28]1. The yield is 0.470.